From a dataset of Catalyst prediction with 721,799 reactions and 888 catalyst types from USPTO. Predict which catalyst facilitates the given reaction. (1) Reactant: [CH3:1][C:2]1([CH3:12])[CH2:7][CH:6]([OH:8])[CH2:5][C:4]([CH3:10])([CH3:9])[NH+:3]1[O-:11].OO.Cl.S(=O)(O)[O-].[Na+].[C:21](=O)(O)[O-].[K+]. Product: [CH3:21][O:11][N:3]1[C:2]([CH3:12])([CH3:1])[CH2:7][CH:6]([OH:8])[CH2:5][C:4]1([CH3:10])[CH3:9]. The catalyst class is: 21. (2) Reactant: Br[C:2]1[CH:7]=[CH:6][N:5]=[CH:4][C:3]=1[N:8]([CH3:25])[C:9](=[O:24])[C:10]1[CH:15]=[C:14]([C:16]([F:19])([F:18])[F:17])[CH:13]=[C:12]([C:20]([F:23])([F:22])[F:21])[CH:11]=1.[CH3:26][C:27]1[C:31](B(O)O)=[C:30]([CH3:35])[O:29][N:28]=1. Product: [CH3:26][C:27]1[C:31]([C:2]2[CH:7]=[CH:6][N:5]=[CH:4][C:3]=2[N:8]([CH3:25])[C:9](=[O:24])[C:10]2[CH:15]=[C:14]([C:16]([F:19])([F:18])[F:17])[CH:13]=[C:12]([C:20]([F:23])([F:22])[F:21])[CH:11]=2)=[C:30]([CH3:35])[O:29][N:28]=1. The catalyst class is: 3. (3) Reactant: [CH3:1][S-:2].[Na+].F[C:5]1[CH:12]=[CH:11][C:8]([C:9]#[N:10])=[CH:7][C:6]=1[CH3:13]. Product: [CH3:13][C:6]1[CH:7]=[C:8]([CH:11]=[CH:12][C:5]=1[S:2][CH3:1])[C:9]#[N:10]. The catalyst class is: 3. (4) Reactant: [CH2:1]([O:3][C:4](=[O:16])[C:5]([O:8][C:9]1[CH:14]=[CH:13][C:12]([OH:15])=[CH:11][CH:10]=1)([CH3:7])[CH3:6])[CH3:2].[C:17]1([C:23]2[C:27]3[CH:28]=[CH:29][C:30]([O:35][CH:36]([CH2:44][CH2:45][CH3:46])[CH2:37][CH2:38]OS(C)(=O)=O)=[C:31]([CH2:32][CH2:33][CH3:34])[C:26]=3[O:25][N:24]=2)[CH:22]=[CH:21][CH:20]=[CH:19][CH:18]=1.C([O-])([O-])=O.[Cs+].[Cs+]. Product: [CH2:1]([O:3][C:4](=[O:16])[C:5]([CH3:7])([O:8][C:9]1[CH:10]=[CH:11][C:12]([O:15][CH2:38][CH2:37][CH:36]([O:35][C:30]2[CH:29]=[CH:28][C:27]3[C:23]([C:17]4[CH:18]=[CH:19][CH:20]=[CH:21][CH:22]=4)=[N:24][O:25][C:26]=3[C:31]=2[CH2:32][CH2:33][CH3:34])[CH2:44][CH2:45][CH3:46])=[CH:13][CH:14]=1)[CH3:6])[CH3:2]. The catalyst class is: 3. (5) Reactant: [NH2:1][C:2]1[CH:3]=[C:4]([NH:18][C:19](=[O:21])[CH3:20])[CH:5]=[CH:6][C:7]=1[NH:8][CH2:9][CH:10]1[CH2:15][CH2:14][C:13]([F:17])([F:16])[CH2:12][CH2:11]1.[CH3:22][C:23]([CH3:28])([CH3:27])[C:24](Cl)=O. Product: [C:23]([C:28]1[N:8]([CH2:9][CH:10]2[CH2:15][CH2:14][C:13]([F:17])([F:16])[CH2:12][CH2:11]2)[C:7]2[CH:6]=[CH:5][C:4]([NH:18][C:19](=[O:21])[CH3:20])=[CH:3][C:2]=2[N:1]=1)([CH3:27])([CH3:24])[CH3:22]. The catalyst class is: 64.